Regression. Given two drug SMILES strings and cell line genomic features, predict the synergy score measuring deviation from expected non-interaction effect. From a dataset of NCI-60 drug combinations with 297,098 pairs across 59 cell lines. Drug 1: C1=C(C(=O)NC(=O)N1)N(CCCl)CCCl. Drug 2: CCC1=C2CN3C(=CC4=C(C3=O)COC(=O)C4(CC)O)C2=NC5=C1C=C(C=C5)O. Cell line: PC-3. Synergy scores: CSS=14.3, Synergy_ZIP=-10.1, Synergy_Bliss=-9.40, Synergy_Loewe=-11.8, Synergy_HSA=-5.14.